Dataset: Full USPTO retrosynthesis dataset with 1.9M reactions from patents (1976-2016). Task: Predict the reactants needed to synthesize the given product. Given the product [Br:1][C:2]1[CH:3]=[C:4]([C:11]([CH3:14])([CH3:13])[CH3:12])[C:5]([O:10][CH2:21][O:22][CH2:23][CH2:24][O:25][CH3:26])=[C:6]([CH:9]=1)[CH:7]=[O:8], predict the reactants needed to synthesize it. The reactants are: [Br:1][C:2]1[CH:3]=[C:4]([C:11]([CH3:14])([CH3:13])[CH3:12])[C:5]([OH:10])=[C:6]([CH:9]=1)[CH:7]=[O:8].C(=O)([O-])[O-].[K+].[K+].[CH3:21][O:22][CH2:23][CH2:24][O:25][CH2:26]Cl.